From a dataset of Reaction yield outcomes from USPTO patents with 853,638 reactions. Predict the reaction yield, written as a fraction of the theoretical maximum amount of product (1.0 means a 100% yield; for example, 0.34 means a 34% yield). (1) The reactants are [CH3:1][O:2][CH2:3][CH2:4][O:5][C:6]1[CH:7]=[C:8]2[C:12](=[C:13]([N:15]([CH3:24])[S:16]([C:19]3[S:20][CH:21]=[CH:22][CH:23]=3)(=[O:18])=[O:17])[CH:14]=1)[NH:11][C:10]([C:25]([O:27]CC)=[O:26])=[CH:9]2.[OH-].[Na+].O1CCCC1.C(O)(=O)CC(CC(O)=O)(C(O)=O)O. The catalyst is C(O)C. The product is [CH3:1][O:2][CH2:3][CH2:4][O:5][C:6]1[CH:7]=[C:8]2[C:12](=[C:13]([N:15]([CH3:24])[S:16]([C:19]3[S:20][CH:21]=[CH:22][CH:23]=3)(=[O:17])=[O:18])[CH:14]=1)[NH:11][C:10]([C:25]([OH:27])=[O:26])=[CH:9]2. The yield is 0.930. (2) The reactants are [O:1]1[CH2:6][CH2:5][N:4]([C:7](=O)[CH2:8][C@@H:9]([NH:18][C:19]2[CH:24]=[CH:23][C:22]([S:25]([NH2:28])(=[O:27])=[O:26])=[CH:21][C:20]=2[S:29]([C:32]([F:35])([F:34])[F:33])(=[O:31])=[O:30])[CH2:10][S:11][C:12]2[CH:17]=[CH:16][CH:15]=[CH:14][CH:13]=2)[CH2:3][CH2:2]1.B.C1COCC1.Cl.C([O-])([O-])=O.[Na+].[Na+]. The catalyst is CCOC(C)=O.CO. The product is [O:1]1[CH2:6][CH2:5][N:4]([CH2:7][CH2:8][C@@H:9]([NH:18][C:19]2[CH:24]=[CH:23][C:22]([S:25]([NH2:28])(=[O:26])=[O:27])=[CH:21][C:20]=2[S:29]([C:32]([F:35])([F:33])[F:34])(=[O:31])=[O:30])[CH2:10][S:11][C:12]2[CH:13]=[CH:14][CH:15]=[CH:16][CH:17]=2)[CH2:3][CH2:2]1. The yield is 0.680. (3) The reactants are [C:1](=[O:6])([O:4]C)[O:2][CH3:3].[CH3:7][N:8]([CH3:10])[CH3:9].[CH3:11]O. No catalyst specified. The product is [CH3:3][O:2][C:1](=[O:4])[O-:6].[CH3:7][N+:8]([CH3:11])([CH3:10])[CH3:9]. The yield is 0.802. (4) No catalyst specified. The product is [N:3]1[CH:4]=[CH:5][CH:6]=[CH:7][C:2]=1[C:11]#[C:10][CH2:9][CH2:8][C:12]1[O:13][C:14]2[CH:20]=[CH:19][C:18]([C:21]#[N:22])=[CH:17][C:15]=2[N:16]=1. The reactants are I[C:2]1[CH:7]=[CH:6][CH:5]=[CH:4][N:3]=1.[CH2:8]([C:12]1[O:13][C:14]2[CH:20]=[CH:19][C:18]([C:21]#[N:22])=[CH:17][C:15]=2[N:16]=1)[CH2:9][C:10]#[CH:11]. The yield is 0.370. (5) The reactants are [Cl:1][C:2]1[CH:7]=[C:6]([C:8]2[O:9][CH:10]=[CH:11][CH:12]=2)[N:5]=[C:4]2[CH2:13][CH2:14][CH2:15][C:3]=12.[NH2:16][C:17]1[CH:22]=[CH:21][C:20]([CH2:23][CH2:24][OH:25])=[CH:19][CH:18]=1. No catalyst specified. The product is [ClH:1].[O:9]1[CH:10]=[CH:11][CH:12]=[C:8]1[C:6]1[N:5]=[C:4]2[CH2:13][CH2:14][CH2:15][C:3]2=[C:2]([NH:16][C:17]2[CH:22]=[CH:21][C:20]([CH2:23][CH2:24][OH:25])=[CH:19][CH:18]=2)[CH:7]=1. The yield is 0.370. (6) The reactants are [F:1][C:2]1[CH:7]=[CH:6][C:5]([C:8]2[C:12]3[C:13]([CH3:30])=[C:14]([NH:19][C:20](=O)[C:21]4[CH:26]=[CH:25][C:24]([O:27][CH3:28])=[CH:23][CH:22]=4)[C:15]([CH3:18])=[C:16]([CH3:17])[C:11]=3[O:10][C:9]=2[CH3:31])=[CH:4][CH:3]=1. The catalyst is C(O)C. The product is [CH3:28][O:27][C:24]1[CH:23]=[CH:22][C:21]([CH2:20][NH:19][C:14]2[C:15]([CH3:18])=[C:16]([CH3:17])[C:11]3[O:10][C:9]([CH3:31])=[C:8]([C:5]4[CH:6]=[CH:7][C:2]([F:1])=[CH:3][CH:4]=4)[C:12]=3[C:13]=2[CH3:30])=[CH:26][CH:25]=1. The yield is 0.750. (7) The reactants are [C:1]([C:3]1[CH:8]=[CH:7][C:6]([NH:9][C@H:10]([C@H:27]([OH:29])[CH3:28])[C:11]([NH:13][NH:14][C:15](=[O:26])[C:16]2[CH:21]=[CH:20][C:19]([S:22]([CH3:25])(=[O:24])=[O:23])=[CH:18][CH:17]=2)=[O:12])=[CH:5][C:4]=1[C:30]([F:33])([F:32])[F:31])#[N:2].N1C=CN=C1.[CH3:39][C:40]([Si:43](Cl)([CH3:45])[CH3:44])([CH3:42])[CH3:41]. The catalyst is CN(C=O)C. The product is [Si:43]([O:29][C@H:27]([CH3:28])[C@@H:10]([NH:9][C:6]1[CH:7]=[CH:8][C:3]([C:1]#[N:2])=[C:4]([C:30]([F:33])([F:32])[F:31])[CH:5]=1)[C:11]([NH:13][NH:14][C:15](=[O:26])[C:16]1[CH:17]=[CH:18][C:19]([S:22]([CH3:25])(=[O:24])=[O:23])=[CH:20][CH:21]=1)=[O:12])([C:40]([CH3:42])([CH3:41])[CH3:39])([CH3:45])[CH3:44]. The yield is 0.830. (8) The reactants are [F:1][C:2]([C:5]1[CH:9]=[C:8]([NH2:10])[N:7]([C:11]2[CH:12]=[N:13][CH:14]=[CH:15][CH:16]=2)[N:6]=1)([F:4])[CH3:3].Cl[C:18]([O:20][C:21]1[CH:26]=[CH:25][CH:24]=[CH:23][CH:22]=1)=[O:19]. No catalyst specified. The product is [F:4][C:2]([C:5]1[CH:9]=[C:8]([NH:10][C:18](=[O:19])[O:20][C:21]2[CH:26]=[CH:25][CH:24]=[CH:23][CH:22]=2)[N:7]([C:11]2[CH:12]=[N:13][CH:14]=[CH:15][CH:16]=2)[N:6]=1)([F:1])[CH3:3]. The yield is 0.300. (9) The reactants are I[C:2]1[S:3][CH:4]=[CH:5][C:6]=1[S:7][CH3:8].Br[C:10]1[CH:15]=[CH:14][C:13](B(O)O)=[CH:12][CH:11]=1.C(=O)([O-])[O-].[K+].[K+].N#N. The catalyst is [Pd].C1(P(C2C=CC=CC=2)C2C=CC=CC=2)C=CC=CC=1.C1(P(C2C=CC=CC=2)C2C=CC=CC=2)C=CC=CC=1.C1(P(C2C=CC=CC=2)C2C=CC=CC=2)C=CC=CC=1.C1(P(C2C=CC=CC=2)C2C=CC=CC=2)C=CC=CC=1.O.C(O)C.C(COC)OC. The product is [CH3:8][S:7][C:6]1[CH:5]=[CH:4][S:3][C:2]=1[C:10]1[CH:15]=[CH:14][CH:13]=[CH:12][CH:11]=1. The yield is 0.600. (10) The reactants are [CH3:1][O:2][C:3](=[O:25])[C:4]1[CH:9]=[CH:8][C:7]([C:10]([CH2:22][CH3:23])([C:13]2[CH:18]=[CH:17][C:16]([C:19]#[CH:20])=[C:15]([CH3:21])[CH:14]=2)[CH2:11][CH3:12])=[CH:6][C:5]=1[CH3:24].C[Si](C)(C)[N-][Si](C)(C)C.[Li+].[C:36]1(=[O:41])[CH2:40][CH2:39][CH2:38][CH2:37]1. The catalyst is C1COCC1. The product is [CH3:1][O:2][C:3](=[O:25])[C:4]1[CH:9]=[CH:8][C:7]([C:10]([CH2:11][CH3:12])([C:13]2[CH:18]=[CH:17][C:16]([C:19]#[C:20][C:36]3([OH:41])[CH2:40][CH2:39][CH2:38][CH2:37]3)=[C:15]([CH3:21])[CH:14]=2)[CH2:22][CH3:23])=[CH:6][C:5]=1[CH3:24]. The yield is 0.790.